Dataset: Full USPTO retrosynthesis dataset with 1.9M reactions from patents (1976-2016). Task: Predict the reactants needed to synthesize the given product. Given the product [CH:2]([C:3]1[CH:11]=[CH:10][CH:9]=[C:8]2[C:4]=1[CH:5]=[CH:6][NH:7]2)=[O:1], predict the reactants needed to synthesize it. The reactants are: [OH:1][CH2:2][C:3]1[CH:11]=[CH:10][CH:9]=[C:8]2[C:4]=1[CH:5]=[CH:6][NH:7]2.C1CCCCC1.